This data is from Forward reaction prediction with 1.9M reactions from USPTO patents (1976-2016). The task is: Predict the product of the given reaction. (1) Given the reactants [CH2:1]([C:4]1[CH:5]=[C:6]2[C:11](=[CH:12][CH:13]=1)[CH2:10][C@@H:9]([NH:14][C:15](=[O:29])[C:16]1[CH:21]=[CH:20][C:19]([O:22][CH2:23][C@@H:24]3[CH2:28][CH2:27][CH2:26][O:25]3)=[CH:18][CH:17]=1)[CH2:8][CH2:7]2)[CH:2]=C.CC([OH:33])C.I([O-])(=O)(=O)=O.[Na+], predict the reaction product. The product is: [O:33]=[CH:2][CH2:1][C:4]1[CH:5]=[C:6]2[C:11](=[CH:12][CH:13]=1)[CH2:10][C@@H:9]([NH:14][C:15](=[O:29])[C:16]1[CH:21]=[CH:20][C:19]([O:22][CH2:23][C@@H:24]3[CH2:28][CH2:27][CH2:26][O:25]3)=[CH:18][CH:17]=1)[CH2:8][CH2:7]2. (2) Given the reactants [CH:1]1[CH:6]=[C:5]2[C:7]([C:9]([OH:13])(O)[C:10](=[O:11])[C:4]2=[CH:3][CH:2]=1)=[O:8].[CH3:14][C:15]1[CH:20]=[CH:19][C:18]([CH3:21])=[CH:17][C:16]=1[OH:22], predict the reaction product. The product is: [OH:13][C:9]1([C:19]2[CH:20]=[C:15]([CH3:14])[C:16]([OH:22])=[CH:17][C:18]=2[CH3:21])[C:10](=[O:11])[C:4]2[C:5](=[CH:6][CH:1]=[CH:2][CH:3]=2)[C:7]1=[O:8]. (3) Given the reactants [OH:1][C:2]1[CH:7]=[C:6]([CH3:8])[C:5]([C:9]2[CH:14]=[CH:13][CH:12]=[C:11]([CH:15]=[O:16])[CH:10]=2)=[C:4]([CH3:17])[CH:3]=1.[CH3:18][O:19][CH2:20]Cl.C(=O)([O-])[O-].[K+].[K+].[I-].[K+], predict the reaction product. The product is: [CH3:18][O:19][CH2:20][O:1][C:2]1[CH:7]=[C:6]([CH3:8])[C:5]([C:9]2[CH:14]=[CH:13][CH:12]=[C:11]([CH:15]=[O:16])[CH:10]=2)=[C:4]([CH3:17])[CH:3]=1.